From a dataset of Forward reaction prediction with 1.9M reactions from USPTO patents (1976-2016). Predict the product of the given reaction. Given the reactants [C:1]([C:3]1[CH:4]=[C:5](/[CH:9]=[CH:10]/[C:11]([O:13][CH3:14])=[O:12])[CH:6]=[CH:7][CH:8]=1)#[N:2], predict the reaction product. The product is: [C:1]([C:3]1[CH:4]=[C:5]([CH2:9][CH2:10][C:11]([O:13][CH3:14])=[O:12])[CH:6]=[CH:7][CH:8]=1)#[N:2].